Task: Predict the product of the given reaction.. Dataset: Forward reaction prediction with 1.9M reactions from USPTO patents (1976-2016) (1) Given the reactants [C:1]([N:8]1[CH2:13][CH2:12][NH:11][C:10](=[O:14])[CH2:9]1)([O:3][C:4]([CH3:7])([CH3:6])[CH3:5])=[O:2].[O-]P([O-])([O-])=O.[K+].[K+].[K+].N[C@@H]1CCCC[C@H]1N.Br[C:32]1[CH:33]=[CH:34][N:35]=[C:36]2[C:41]=1[N:40]=[C:39]([O:42][CH3:43])[CH:38]=[CH:37]2, predict the reaction product. The product is: [C:4]([O:3][C:1]([N:8]1[CH2:13][CH2:12][N:11]([C:32]2[C:41]3[C:36](=[CH:37][CH:38]=[C:39]([O:42][CH3:43])[N:40]=3)[N:35]=[CH:34][CH:33]=2)[C:10](=[O:14])[CH2:9]1)=[O:2])([CH3:7])([CH3:6])[CH3:5]. (2) Given the reactants [CH3:1][C@H:2]1[CH2:8][N:7]([C:9]([O:11][C:12]([CH3:15])([CH3:14])[CH3:13])=[O:10])[CH2:6][C:5]2[S:16][CH:17]=[C:18](/[CH:19]=[CH:20]\[CH3:21])[C:4]=2[O:3]1, predict the reaction product. The product is: [CH3:1][C@H:2]1[CH2:8][N:7]([C:9]([O:11][C:12]([CH3:13])([CH3:14])[CH3:15])=[O:10])[CH2:6][C:5]2[S:16][CH:17]=[C:18]([CH2:19][CH2:20][CH3:21])[C:4]=2[O:3]1.